Dataset: Catalyst prediction with 721,799 reactions and 888 catalyst types from USPTO. Task: Predict which catalyst facilitates the given reaction. (1) Reactant: O[CH:2]=[C:3]1[C:11]2[C:6](=[CH:7][C:8]([C:12]([C:14]3[CH:15]=[C:16]([NH:20][C:21](=[O:23])[CH3:22])[CH:17]=[CH:18][CH:19]=3)=[O:13])=[CH:9][CH:10]=2)[NH:5][C:4]1=[O:24].[CH3:25][N:26]1[CH2:31][CH2:30][N:29]([C:32]2[CH:37]=[CH:36][C:35]([NH2:38])=[CH:34][CH:33]=2)[CH2:28][CH2:27]1. Product: [CH3:25][N:26]1[CH2:27][CH2:28][N:29]([C:32]2[CH:37]=[CH:36][C:35]([NH:38][CH:2]=[C:3]3[C:11]4[C:6](=[CH:7][C:8]([C:12]([C:14]5[CH:15]=[C:16]([NH:20][C:21](=[O:23])[CH3:22])[CH:17]=[CH:18][CH:19]=5)=[O:13])=[CH:9][CH:10]=4)[NH:5][C:4]3=[O:24])=[CH:34][CH:33]=2)[CH2:30][CH2:31]1. The catalyst class is: 1. (2) Product: [CH2:36]([O:43][CH2:44][CH2:45][O:46][C:47]1[CH:52]=[CH:51][C:50]([CH2:53][C@H:11]([C:12]([O:14][C:15]([CH3:16])([CH3:18])[CH3:17])=[O:13])[CH2:10][C@@H:9]([C:19]([O:21][C:22]([CH3:25])([CH3:24])[CH3:23])=[O:20])[NH:8][C:6]([O:5][C:1]([CH3:4])([CH3:2])[CH3:3])=[O:7])=[CH:49][C:48]=1[O:55][C:56]([CH3:59])([CH3:58])[CH3:57])[C:37]1[CH:38]=[CH:39][CH:40]=[CH:41][CH:42]=1. The catalyst class is: 1. Reactant: [C:1]([O:5][C:6]([NH:8][C@H:9]([C:19]([O:21][C:22]([CH3:25])([CH3:24])[CH3:23])=[O:20])[CH2:10][CH2:11][C:12]([O:14][C:15]([CH3:18])([CH3:17])[CH3:16])=[O:13])=[O:7])([CH3:4])([CH3:3])[CH3:2].C[Si]([N-][Si](C)(C)C)(C)C.[Li+].[CH2:36]([O:43][CH2:44][CH2:45][O:46][C:47]1[CH:52]=[CH:51][C:50]([CH2:53]Br)=[CH:49][C:48]=1[O:55][C:56]([CH3:59])([CH3:58])[CH3:57])[C:37]1[CH:42]=[CH:41][CH:40]=[CH:39][CH:38]=1.Cl.